From a dataset of Catalyst prediction with 721,799 reactions and 888 catalyst types from USPTO. Predict which catalyst facilitates the given reaction. (1) Reactant: [C:1]([C:3]1[C:4]2[C:16]([CH3:17])=[CH:15][CH:14]=[CH:13][C:5]=2[S:6][C:7]=1[C:8]([O:10]CC)=[O:9])#[N:2].[OH-].[Na+]. Product: [C:1]([C:3]1[C:4]2[C:16]([CH3:17])=[CH:15][CH:14]=[CH:13][C:5]=2[S:6][C:7]=1[C:8]([OH:10])=[O:9])#[N:2]. The catalyst class is: 200. (2) Reactant: [NH2:1][C@H:2]([CH2:30][C:31]1[CH:36]=[CH:35][CH:34]=[CH:33][CH:32]=1)[CH2:3][C:4]([N:6]1[CH2:29][CH2:28][CH2:27][C@H:7]1[C:8]([NH:10][CH2:11][C:12]1[CH:17]=[C:16](Cl)[CH:15]=[CH:14][C:13]=1[O:19][CH2:20][C:21]([NH:23][CH:24]1[CH2:26][CH2:25]1)=[O:22])=[O:9])=[O:5].[H][H]. Product: [NH2:1][C@H:2]([CH2:30][C:31]1[CH:32]=[CH:33][CH:34]=[CH:35][CH:36]=1)[CH2:3][C:4]([N:6]1[CH2:29][CH2:28][CH2:27][C@H:7]1[C:8]([NH:10][CH2:11][C:12]1[CH:17]=[CH:16][CH:15]=[CH:14][C:13]=1[O:19][CH2:20][C:21]([NH:23][CH:24]1[CH2:26][CH2:25]1)=[O:22])=[O:9])=[O:5]. The catalyst class is: 105. (3) Reactant: [CH:1]1([N:6]2[C:10]([C:11]3[C:16]([F:17])=[CH:15][N:14]=[C:13]([NH:18][C:19]4[CH:24]=[CH:23][C:22]([N:25]5[CH2:30][CH2:29][NH:28][CH2:27][CH2:26]5)=[CH:21][N:20]=4)[N:12]=3)=[CH:9][N:8]=[C:7]2[CH3:31])[CH2:5][CH2:4][CH2:3][CH2:2]1.[C:32](O)(=[O:36])[C@H:33]([CH3:35])[OH:34].CN(C(ON1N=NC2C=CC=NC1=2)=[N+](C)C)C.F[P-](F)(F)(F)(F)F.CCN(C(C)C)C(C)C. Product: [CH:1]1([N:6]2[C:10]([C:11]3[C:16]([F:17])=[CH:15][N:14]=[C:13]([NH:18][C:19]4[N:20]=[CH:21][C:22]([N:25]5[CH2:30][CH2:29][N:28]([C:32](=[O:36])[C@@H:33]([OH:34])[CH3:35])[CH2:27][CH2:26]5)=[CH:23][CH:24]=4)[N:12]=3)=[CH:9][N:8]=[C:7]2[CH3:31])[CH2:5][CH2:4][CH2:3][CH2:2]1. The catalyst class is: 3.